Dataset: Forward reaction prediction with 1.9M reactions from USPTO patents (1976-2016). Task: Predict the product of the given reaction. (1) Given the reactants COC1C=CC=CC=1C[C@H]1C(=O)N(C(N[C@@H](C2C=C(C=CC=2)C(O)=O)CC)=O)CC(=O)NC1.ClC1C=CC(OC)=C(C=1)C[C@H]1C(=O)N(C(N[C@@H](C2C=C(C=CC=2)C(O)=O)CC)=O)CC(=O)NC1.CC(O)C.[NH2:72][C:73]1[CH:81]=[C:80]([C@H:82]([NH:85][C:86]([N:88]2[C:94](=[O:95])[C@H:93]([CH2:96][C:97]3[CH:102]=[C:101](Cl)[CH:100]=[CH:99][C:98]=3[O:104][CH3:105])[CH2:92][NH:91][C:90](=[O:106])[CH2:89]2)=[O:87])[CH2:83][CH3:84])[CH:79]=[CH:78][C:74]=1[C:75]([OH:77])=[O:76], predict the reaction product. The product is: [NH2:72][C:73]1[CH:81]=[C:80]([C@H:82]([NH:85][C:86]([N:88]2[C:94](=[O:95])[C@H:93]([CH2:96][C:97]3[CH:102]=[CH:101][CH:100]=[CH:99][C:98]=3[O:104][CH3:105])[CH2:92][NH:91][C:90](=[O:106])[CH2:89]2)=[O:87])[CH2:83][CH3:84])[CH:79]=[CH:78][C:74]=1[C:75]([OH:77])=[O:76]. (2) Given the reactants [C:1]([O:5][C:6](=[O:39])[N:7]([C@H:9]([C:11](=[O:38])[NH:12][C:13]1[CH:14]=[CH:15][C:16]2[N:17]([C:31]3[CH:36]=[CH:35][C:34](Cl)=[CH:33][CH:32]=3)[C:18](=[O:30])[N:19]([C:23]3[CH:28]=[CH:27][C:26](Cl)=[CH:25][CH:24]=3)[CH2:20][C:21]=2[N:22]=1)[CH3:10])[CH3:8])([CH3:4])([CH3:3])[CH3:2].C(N(CC)CC)C, predict the reaction product. The product is: [C:1]([O:5][C:6](=[O:39])[N:7]([CH3:8])[C@H:9]([C:11](=[O:38])[NH:12][C:13]1[CH:14]=[CH:15][C:16]2[N:17]([C:31]3[CH:32]=[CH:33][CH:34]=[CH:35][CH:36]=3)[C:18](=[O:30])[N:19]([C:23]3[CH:28]=[CH:27][CH:26]=[CH:25][CH:24]=3)[CH2:20][C:21]=2[N:22]=1)[CH3:10])([CH3:4])([CH3:2])[CH3:3]. (3) Given the reactants [CH:1](=O)[C:2]1[CH:7]=[CH:6][CH:5]=[CH:4][CH:3]=1.[CH2:9]([O:11][CH:12]([O:15][CH2:16][CH3:17])[CH2:13][NH2:14])[CH3:10].C(O)(=O)C.C([BH3-])#N.[Na+], predict the reaction product. The product is: [CH2:1]([NH:14][CH2:13][CH:12]([O:15][CH2:16][CH3:17])[O:11][CH2:9][CH3:10])[C:2]1[CH:7]=[CH:6][CH:5]=[CH:4][CH:3]=1. (4) Given the reactants [C:1]([N:4]1[CH2:9][CH2:8][N:7]([CH2:10][CH2:11][N:12]([C:20]2[N:21]=[N:22][N:23]([CH2:25][C:26]3[CH:31]=[CH:30][C:29]([Cl:32])=[C:28]([Cl:33])[CH:27]=3)[CH:24]=2)C(=O)OC(C)(C)C)[CH2:6][CH2:5]1)(=[O:3])[CH3:2].C(O)(C(F)(F)F)=O, predict the reaction product. The product is: [Cl:33][C:28]1[CH:27]=[C:26]([CH:31]=[CH:30][C:29]=1[Cl:32])[CH2:25][N:23]1[CH:24]=[C:20]([NH:12][CH2:11][CH2:10][N:7]2[CH2:6][CH2:5][N:4]([C:1](=[O:3])[CH3:2])[CH2:9][CH2:8]2)[N:21]=[N:22]1.